This data is from Catalyst prediction with 721,799 reactions and 888 catalyst types from USPTO. The task is: Predict which catalyst facilitates the given reaction. Reactant: C[O:2][C:3](=[O:29])[CH2:4][C:5]1[CH:10]=[CH:9][C:8]([C:11]#[C:12][C:13]2[CH:14]=[C:15]3[C:20](=[C:21]([OH:23])[CH:22]=2)[O:19][C:18]([CH3:25])([CH3:24])[CH2:17][C:16]3([CH3:27])[CH3:26])=[CH:7][C:6]=1[F:28].[OH-].[K+]. Product: [F:28][C:6]1[CH:7]=[C:8]([C:11]#[C:12][C:13]2[CH:14]=[C:15]3[C:20](=[C:21]([OH:23])[CH:22]=2)[O:19][C:18]([CH3:25])([CH3:24])[CH2:17][C:16]3([CH3:26])[CH3:27])[CH:9]=[CH:10][C:5]=1[CH2:4][C:3]([OH:29])=[O:2]. The catalyst class is: 5.